This data is from Catalyst prediction with 721,799 reactions and 888 catalyst types from USPTO. The task is: Predict which catalyst facilitates the given reaction. Reactant: [F:1][C:2]1[CH:32]=[C:31]([N+:33]([O-])=O)[CH:30]=[CH:29][C:3]=1[O:4][C:5]1[CH:10]=[CH:9][N:8]=[C:7]2[CH:11]=[C:12]([C:14]([NH:16][CH:17]3[CH2:21][CH2:20][N:19]([C:22]([O:24][C:25]([CH3:28])([CH3:27])[CH3:26])=[O:23])[CH2:18]3)=[O:15])[S:13][C:6]=12. Product: [NH2:33][C:31]1[CH:30]=[CH:29][C:3]([O:4][C:5]2[CH:10]=[CH:9][N:8]=[C:7]3[CH:11]=[C:12]([C:14]([NH:16][CH:17]4[CH2:21][CH2:20][N:19]([C:22]([O:24][C:25]([CH3:27])([CH3:28])[CH3:26])=[O:23])[CH2:18]4)=[O:15])[S:13][C:6]=23)=[C:2]([F:1])[CH:32]=1. The catalyst class is: 105.